This data is from Full USPTO retrosynthesis dataset with 1.9M reactions from patents (1976-2016). The task is: Predict the reactants needed to synthesize the given product. (1) Given the product [C:1]([C:4]1[CH:12]=[CH:11][C:7]([C:8]([O:10][CH3:13])=[O:9])=[CH:6][CH:5]=1)(=[O:3])[CH3:2], predict the reactants needed to synthesize it. The reactants are: [C:1]([C:4]1[CH:12]=[CH:11][C:7]([C:8]([OH:10])=[O:9])=[CH:6][CH:5]=1)(=[O:3])[CH3:2].[CH3:13][Si](C=[N+]=[N-])(C)C.CCCCCC. (2) Given the product [Cl:19][C:18]1[CH:17]=[N+:16]([O-:20])[CH:15]=[C:14]([Cl:21])[C:13]=1[CH2:12][C@@H:11]([C:22]1[CH:27]=[CH:26][C:25]([O:28][CH:29]([F:30])[F:31])=[C:24]([O:32][CH2:33][CH:34]2[CH2:36][CH2:35]2)[CH:23]=1)[O:10][C:8](=[O:9])[NH:7][CH2:6][C:5]1[CH:4]=[CH:3][C:2]([N:1]([S:40]([CH3:39])(=[O:42])=[O:41])[S:40]([CH3:39])(=[O:42])=[O:41])=[CH:38][CH:37]=1, predict the reactants needed to synthesize it. The reactants are: [NH2:1][C:2]1[CH:38]=[CH:37][C:5]([CH2:6][NH:7][C:8]([O:10][C@H:11]([C:22]2[CH:27]=[CH:26][C:25]([O:28][CH:29]([F:31])[F:30])=[C:24]([O:32][CH2:33][CH:34]3[CH2:36][CH2:35]3)[CH:23]=2)[CH2:12][C:13]2[C:18]([Cl:19])=[CH:17][N+:16]([O-:20])=[CH:15][C:14]=2[Cl:21])=[O:9])=[CH:4][CH:3]=1.[CH3:39][S:40](Cl)(=[O:42])=[O:41]. (3) The reactants are: [CH3:1]C(C)([O-])C.[K+].[CH3:7][O:8][C:9]1[CH:21]=[CH:20][CH:19]=[CH:18][C:10]=1[O:11][CH:12]1[CH2:16][CH2:15][CH2:14][C:13]1=O.O. Given the product [CH3:7][O:8][C:9]1[CH:21]=[CH:20][CH:19]=[CH:18][C:10]=1[O:11][CH:12]1[CH2:16][CH2:15][CH2:14][C:13]1=[CH2:1], predict the reactants needed to synthesize it. (4) Given the product [ClH:14].[F:13][C:7]1[CH:8]=[CH:9][C:10]([C:22]2[N:23]=[N:24][CH:25]=[CH:26][CH:27]=2)=[CH:11][C:6]=1[CH2:5][C@H:2]1[NH:1][CH2:16][C@@H:15]([CH3:19])[O:4][CH2:3]1, predict the reactants needed to synthesize it. The reactants are: [NH2:1][C@H:2]([CH2:5][C:6]1[CH:11]=[C:10](Br)[CH:9]=[CH:8][C:7]=1[F:13])[CH2:3][OH:4].[Cl:14][CH:15]([CH3:19])[C:16](Cl)=O.Br.Br[C:22]1[N:23]=[N:24][CH:25]=[CH:26][CH:27]=1.